From a dataset of Full USPTO retrosynthesis dataset with 1.9M reactions from patents (1976-2016). Predict the reactants needed to synthesize the given product. Given the product [Cl:1][C:2]1[C:3]([NH:17][C@H:18]([C:20]2[CH:25]=[CH:24][C:23]([F:26])=[CH:22][N:21]=2)[CH3:19])=[N:4][C:5]([NH:8][C:9]2[C:10](=[O:15])[NH:11][CH:12]=[CH:13][CH:14]=2)=[N:6][CH:7]=1, predict the reactants needed to synthesize it. The reactants are: [Cl:1][C:2]1[C:3]([NH:17][C@H:18]([C:20]2[CH:25]=[CH:24][C:23]([F:26])=[CH:22][N:21]=2)[CH3:19])=[N:4][C:5]([NH:8][C:9]2[C:10]([O:15]C)=[N:11][CH:12]=[CH:13][CH:14]=2)=[N:6][CH:7]=1.Br.